Dataset: Reaction yield outcomes from USPTO patents with 853,638 reactions. Task: Predict the reaction yield, written as a fraction of the theoretical maximum amount of product (1.0 means a 100% yield; for example, 0.34 means a 34% yield). (1) The reactants are [Cl:1][C:2]1[N:3]=[C:4]([C:9]([NH:11][CH:12]2[CH2:15][N:14]([C:16]3[S:17][C:18]4[CH:24]=[C:23](C(OCC)=O)[CH:22]=[CH:21][C:19]=4[N:20]=3)[CH2:13]2)=[O:10])[NH:5][C:6]=1[CH2:7][CH3:8].[OH-:30].[Li+].C1[CH2:36][O:35]CC1.O. The catalyst is CO. The product is [Cl:1][C:2]1[N:3]=[C:4]([C:9]([NH:11][CH:12]2[CH2:15][N:14]([C:16]3[S:17][C:18]4[C:24]([C:36]([OH:35])=[O:30])=[CH:23][CH:22]=[CH:21][C:19]=4[N:20]=3)[CH2:13]2)=[O:10])[NH:5][C:6]=1[CH2:7][CH3:8]. The yield is 0.830. (2) The reactants are Cl[CH2:2][CH2:3][O:4][CH2:5][C:6]([C:9]1[NH:10][C:11](=[O:21])[C:12]([OH:20])=[C:13]([C:15]([O:17][CH2:18][CH3:19])=[O:16])[N:14]=1)([CH3:8])[CH3:7].C([O-])([O-])=O.[K+].[K+]. The catalyst is CN(C=O)C. The product is [OH:20][C:12]1[C:11](=[O:21])[N:10]2[CH2:2][CH2:3][O:4][CH2:5][C:6]([CH3:8])([CH3:7])[C:9]2=[N:14][C:13]=1[C:15]([O:17][CH2:18][CH3:19])=[O:16]. The yield is 0.770.